Dataset: Reaction yield outcomes from USPTO patents with 853,638 reactions. Task: Predict the reaction yield, written as a fraction of the theoretical maximum amount of product (1.0 means a 100% yield; for example, 0.34 means a 34% yield). (1) The reactants are Cl.[NH:2]([C@H:4]1[CH2:9][CH2:8][C@H:7]([C:10]([O:12][CH2:13][CH3:14])=[O:11])[C@H:6]([CH3:15])[CH2:5]1)[NH2:3].CCN(C(C)C)C(C)C.CN(/[CH:28]=[C:29](/[C:40](=O)[C:41]([F:44])([F:43])[F:42])\[C:30]([O:32][CH2:33][C:34]1[CH:39]=[CH:38][CH:37]=[CH:36][CH:35]=1)=[O:31])C.CCOC(C)=O.CCCCCC. The catalyst is CCO. The product is [CH2:13]([O:12][C:10]([C@H:7]1[CH2:8][CH2:9][C@H:4]([N:2]2[C:40]([C:41]([F:44])([F:42])[F:43])=[C:29]([C:30]([O:32][CH2:33][C:34]3[CH:35]=[CH:36][CH:37]=[CH:38][CH:39]=3)=[O:31])[CH:28]=[N:3]2)[CH2:5][C@H:6]1[CH3:15])=[O:11])[CH3:14]. The yield is 0.760. (2) The reactants are [F:1][C:2]1[CH:7]=[CH:6][C:5]([OH:8])=[CH:4][CH:3]=1.[H-].[Na+].Cl.[Br:12][C:13]1[CH:14]=[CH:15][C:16]([CH2:19]Cl)=[N:17][CH:18]=1.C(N(CC)CC)C. The catalyst is C(OCC)(=O)C.O.CN(C)C=O. The product is [Br:12][C:13]1[CH:14]=[CH:15][C:16]([CH2:19][O:8][C:5]2[CH:6]=[CH:7][C:2]([F:1])=[CH:3][CH:4]=2)=[N:17][CH:18]=1. The yield is 0.636.